From a dataset of Forward reaction prediction with 1.9M reactions from USPTO patents (1976-2016). Predict the product of the given reaction. (1) Given the reactants F[C:2]1[CH:3]=[C:4]([CH:28]=[C:29]([C:31]([F:34])([F:33])[F:32])[CH:30]=1)[C:5]([NH:7][C:8]1[CH:9]=[N:10][C:11]([CH3:27])=[C:12]([C:14]2[CH:22]=[C:21]3[C:17]([C:18]4[CH:26]=[N:25][CH:24]=[N:23][C:19]=4[NH:20]3)=[CH:16][CH:15]=2)[CH:13]=1)=[O:6].[NH:35]1[CH:39]=[CH:38][N:37]=[CH:36]1.[C:40](=[O:43])([O-])[O-:41].[K+].[K+], predict the reaction product. The product is: [F:32][C:31]([F:34])([F:33])[C:40]([OH:41])=[O:43].[F:32][C:31]([F:34])([F:33])[C:40]([OH:41])=[O:43].[F:32][C:31]([F:34])([F:33])[C:40]([OH:41])=[O:43].[N:35]1([C:2]2[CH:3]=[C:4]([CH:28]=[C:29]([C:31]([F:33])([F:32])[F:34])[CH:30]=2)[C:5]([NH:7][C:8]2[CH:9]=[N:10][C:11]([CH3:27])=[C:12]([C:14]3[CH:22]=[C:21]4[C:17]([C:18]5[CH:26]=[N:25][CH:24]=[N:23][C:19]=5[NH:20]4)=[CH:16][CH:15]=3)[CH:13]=2)=[O:6])[CH:39]=[CH:38][N:37]=[CH:36]1. (2) Given the reactants [C:1]1([CH:11]=[O:12])[C:10]2[C:5](=[CH:6][CH:7]=[CH:8][CH:9]=2)[CH:4]=[CH:3][CH:2]=1.[OH-:13].[K+], predict the reaction product. The product is: [CH3:2][C:1]([CH3:11])([CH2:10][OH:13])[CH:11]([C:1]1[C:10]2[C:5](=[CH:6][CH:7]=[CH:8][CH:9]=2)[CH:4]=[CH:3][CH:2]=1)[OH:12]. (3) The product is: [NH2:1][C:2]1[CH:3]=[C:4]([CH:7]=[CH:8][C:9]=1[Cl:10])[CH2:5][NH2:6]. Given the reactants [NH2:1][C:2]1[CH:3]=[C:4]([CH:7]=[CH:8][C:9]=1[Cl:10])[C:5]#[N:6].N, predict the reaction product. (4) Given the reactants [Cl:1][CH2:2][CH2:3][CH2:4][O:5][C:6]1[CH:11]=[CH:10][C:9]([C:12]2[N:13]3[C:17]([N:18]=[C:19]4[CH2:25][CH2:24][CH2:23][CH2:22]C[C:20]=24)=[CH:16][CH:15]=[N:14]3)=[CH:8][CH:7]=1.N1N2C(N=C3C(=C2C2C=CC(O)=CC=2)CCCC3)=CC=1.BrCCCCl, predict the reaction product. The product is: [Cl:1][CH2:2][CH2:3][CH2:4][O:5][C:6]1[CH:7]=[CH:8][C:9]([C:12]2[N:13]3[N:14]=[CH:15][CH:16]=[C:17]3[N:18]=[C:19]3[C:20]=2[CH2:22][CH2:23][CH2:24][CH2:25]3)=[CH:10][CH:11]=1.